This data is from Forward reaction prediction with 1.9M reactions from USPTO patents (1976-2016). The task is: Predict the product of the given reaction. (1) Given the reactants [CH2:1]([N:8]1[CH2:14][C@@H:13]2[C@H:9]1[CH2:10][CH2:11][NH:12]2)[C:2]1[CH:7]=[CH:6][CH:5]=[CH:4][CH:3]=1.Br[C:16]1[CH:17]=[N:18][CH:19]=[CH:20][CH:21]=1.CC(C)([O-])C.[Na+], predict the reaction product. The product is: [CH2:1]([N:8]1[CH2:14][C@@H:13]2[C@H:9]1[CH2:10][CH2:11][N:12]2[C:16]1[CH:17]=[N:18][CH:19]=[CH:20][CH:21]=1)[C:2]1[CH:3]=[CH:4][CH:5]=[CH:6][CH:7]=1. (2) Given the reactants [C:1]([O:5][C:6]([N:8]1[CH2:13][CH2:12][NH:11][CH2:10][CH2:9]1)=[O:7])([CH3:4])([CH3:3])[CH3:2].Br[CH2:15][C:16]#[CH:17].C(=O)([O-])[O-].[K+].[K+].O, predict the reaction product. The product is: [C:1]([O:5][C:6]([N:8]1[CH2:13][CH2:12][N:11]([CH2:17][C:16]#[CH:15])[CH2:10][CH2:9]1)=[O:7])([CH3:4])([CH3:2])[CH3:3]. (3) Given the reactants Cl[C:2]1[C:11]2[C:6](=[CH:7][CH:8]=[C:9]([N+:12]([O-:14])=[O:13])[CH:10]=2)[N:5]=[CH:4][N:3]=1.[F:15][C:16]1[CH:17]=[C:18]([CH:30]=[CH:31][CH:32]=1)[CH2:19][N:20]1[C:28]2[C:23](=[CH:24][C:25]([NH2:29])=[CH:26][CH:27]=2)[CH:22]=[N:21]1, predict the reaction product. The product is: [F:15][C:16]1[CH:17]=[C:18]([CH:30]=[CH:31][CH:32]=1)[CH2:19][N:20]1[C:28]2[C:23](=[CH:24][C:25]([NH:29][C:2]3[C:11]4[C:6](=[CH:7][CH:8]=[C:9]([N+:12]([O-:14])=[O:13])[CH:10]=4)[N:5]=[CH:4][N:3]=3)=[CH:26][CH:27]=2)[CH:22]=[N:21]1. (4) Given the reactants [H-].[Na+].[Cl:3][C:4]1[CH:9]=[CH:8][CH:7]=[CH:6][C:5]=1[OH:10].Cl[CH2:12][CH2:13][CH2:14][O:15][C:16](=[O:18])[CH3:17].[Cl-].[NH4+], predict the reaction product. The product is: [Cl:3][C:4]1[CH:9]=[CH:8][CH:7]=[CH:6][C:5]=1[O:10][CH2:12][CH2:13][CH2:14][O:15][C:16](=[O:18])[CH3:17]. (5) Given the reactants Cl[CH2:2][C:3]1[NH:4][C:5](=[O:8])[NH:6][N:7]=1.Cl.[F:10][C:11]1[CH:16]=[CH:15][CH:14]=[CH:13][C:12]=1[CH2:17][C:18]([CH:20]1[CH2:25][CH2:24][NH:23][CH2:22][CH2:21]1)=[O:19].C(=O)([O-])[O-].[K+].[K+].C(#N)C, predict the reaction product. The product is: [F:10][C:11]1[CH:16]=[CH:15][CH:14]=[CH:13][C:12]=1[CH2:17][C:18]([CH:20]1[CH2:21][CH2:22][N:23]([CH2:2][C:3]2[NH:4][C:5](=[O:8])[NH:6][N:7]=2)[CH2:24][CH2:25]1)=[O:19].